Dataset: Reaction yield outcomes from USPTO patents with 853,638 reactions. Task: Predict the reaction yield, written as a fraction of the theoretical maximum amount of product (1.0 means a 100% yield; for example, 0.34 means a 34% yield). (1) The reactants are [Br:1][C:2]1[CH:3]=[C:4]2[C:10](I)=[N:9][N:8]([CH2:12][O:13][CH2:14][CH2:15][Si:16]([CH3:19])([CH3:18])[CH3:17])[C:5]2=[N:6][CH:7]=1.[C:20]1(B(O)O)[CH:25]=[CH:24][CH:23]=[CH:22][CH:21]=1.C([O-])([O-])=O.[Na+].[Na+].CCO.O. The catalyst is COC.C1C=CC(P(C2C=CC=CC=2)[C-]2C=CC=C2)=CC=1.C1C=CC(P(C2C=CC=CC=2)[C-]2C=CC=C2)=CC=1.Cl[Pd]Cl.[Fe+2].ClCCl. The product is [Br:1][C:2]1[CH:3]=[C:4]2[C:10]([C:20]3[CH:25]=[CH:24][CH:23]=[CH:22][CH:21]=3)=[N:9][N:8]([CH2:12][O:13][CH2:14][CH2:15][Si:16]([CH3:19])([CH3:18])[CH3:17])[C:5]2=[N:6][CH:7]=1. The yield is 0.490. (2) The reactants are [CH:1]1([NH2:7])[CH2:6][CH2:5][CH2:4][CH2:3][CH2:2]1.C([O:10][C:11]([C:13]1[C:14](=[O:32])[N:15]([CH2:25][C:26]2[CH:31]=[CH:30][CH:29]=[CH:28][CH:27]=2)[C:16]2[C:21]([C:22]=1[OH:23])=[CH:20][C:19]([Cl:24])=[CH:18][CH:17]=2)=O)C. The catalyst is C1(C)C=CC=CC=1.O. The product is [CH:1]1([NH:7][C:11]([C:13]2[C:14](=[O:32])[N:15]([CH2:25][C:26]3[CH:31]=[CH:30][CH:29]=[CH:28][CH:27]=3)[C:16]3[C:21]([C:22]=2[OH:23])=[CH:20][C:19]([Cl:24])=[CH:18][CH:17]=3)=[O:10])[CH2:6][CH2:5][CH2:4][CH2:3][CH2:2]1. The yield is 0.960. (3) The reactants are [CH3:1][O:2][C:3](=[O:28])[C@@H:4]([NH:15][CH2:16][CH:17]([NH:19][C:20]1[CH:25]=[CH:24][C:23]([Cl:26])=[C:22]([Cl:27])[CH:21]=1)[CH3:18])[CH2:5][CH2:6][O:7][CH2:8][C:9]1[CH:14]=[CH:13][CH:12]=[CH:11][CH:10]=1.[I-].ClC1C=CC=C[N+]=1C.[CH3:38][O:39][CH:40]([O:45][CH3:46])[CH2:41][C:42](O)=[O:43].C(N(CCCC)CCCC)CCC. The catalyst is C(Cl)Cl. The product is [CH3:1][O:2][C:3](=[O:28])[C@@H:4]([N:15]([CH2:16][CH:17]([NH:19][C:20]1[CH:25]=[CH:24][C:23]([Cl:26])=[C:22]([Cl:27])[CH:21]=1)[CH3:18])[C:42](=[O:43])[CH2:41][CH:40]([O:45][CH3:46])[O:39][CH3:38])[CH2:5][CH2:6][O:7][CH2:8][C:9]1[CH:10]=[CH:11][CH:12]=[CH:13][CH:14]=1. The yield is 0.960. (4) The reactants are C(Cl)CCl.[NH2:5][C:6]1[N:11]=[CH:10][C:9]([CH:12]=[CH:13][C:14]([OH:16])=O)=[CH:8][CH:7]=1.[CH2:17]([N:19]1[C:27]2[C:22](=[CH:23][CH:24]=[CH:25][CH:26]=2)[CH:21]=[C:20]1[CH2:28][NH:29][CH3:30])[CH3:18].C1C=CC2N(O)N=NC=2C=1.O.C(N(C(C)C)CC)(C)C. The catalyst is CN(C=O)C. The product is [NH2:5][C:6]1[N:11]=[CH:10][C:9](/[CH:12]=[CH:13]/[C:14]([N:29]([CH2:28][C:20]2[N:19]([CH2:17][CH3:18])[C:27]3[C:22]([CH:21]=2)=[CH:23][CH:24]=[CH:25][CH:26]=3)[CH3:30])=[O:16])=[CH:8][CH:7]=1. The yield is 0.300.